This data is from Full USPTO retrosynthesis dataset with 1.9M reactions from patents (1976-2016). The task is: Predict the reactants needed to synthesize the given product. (1) Given the product [C:12]([O:16][C:17]([N:19]1[CH2:24][CH2:23][CH:22]([NH:25][CH2:11][C@H:9]([OH:10])[CH2:8][O:1][C:2]2[CH:7]=[CH:6][CH:5]=[CH:4][CH:3]=2)[CH2:21][CH2:20]1)=[O:18])([CH3:15])([CH3:13])[CH3:14], predict the reactants needed to synthesize it. The reactants are: [O:1]([CH2:8][C@@H:9]1[CH2:11][O:10]1)[C:2]1[CH:7]=[CH:6][CH:5]=[CH:4][CH:3]=1.[C:12]([O:16][C:17]([N:19]1[CH2:24][CH2:23][CH:22]([NH2:25])[CH2:21][CH2:20]1)=[O:18])([CH3:15])([CH3:14])[CH3:13]. (2) Given the product [CH3:11][C:8]1([CH3:12])[C:9]2[C:5](=[CH:4][CH:3]=[C:2]([CH:27]=[O:28])[CH:10]=2)[CH2:6][O:7]1, predict the reactants needed to synthesize it. The reactants are: Br[C:2]1[CH:10]=[C:9]2[C:5]([CH2:6][O:7][C:8]2([CH3:12])[CH3:11])=[CH:4][CH:3]=1.[Li]CCCC.CCCCCC.CN([CH:27]=[O:28])C.Cl. (3) Given the product [I:15][C:8]1[CH:9]=[C:10]2[C:5](=[CH:6][CH:7]=1)[N:4]=[CH:3][C:2]([OH:1])=[CH:11]2, predict the reactants needed to synthesize it. The reactants are: [OH:1][C:2]1[CH:3]=[N:4][C:5]2[C:10]([C:11]=1C(O)=O)=[CH:9][C:8]([I:15])=[CH:7][CH:6]=2.[N+](C1C=CC=CC=1)([O-])=O.CCN(C(C)C)C(C)C. (4) Given the product [OH:12][N:11]=[C:1]([C:3]1[N:4]=[N:5][C:6]([CH3:9])=[CH:7][CH:8]=1)[NH2:2], predict the reactants needed to synthesize it. The reactants are: [C:1]([C:3]1[N:4]=[N:5][C:6]([CH3:9])=[CH:7][CH:8]=1)#[N:2].Cl.[NH2:11][OH:12].C(N(CC)CC)C. (5) Given the product [NH2:29][C:3]1[C:2]([F:1])=[C:10]([OH:11])[CH:9]=[CH:8][C:7]=1[F:22], predict the reactants needed to synthesize it. The reactants are: [F:1][C:2]1[C:10]([O:11][Si](C(C)C)(C(C)C)C(C)C)=[CH:9][CH:8]=[C:7]([F:22])[C:3]=1C(O)=O.C(Cl)(C(Cl)=O)=O.[N-:29]=[N+]=[N-].[Na+].OS(O)(=O)=O.